Dataset: SARS-CoV-2 main protease (3CLPro) crystallographic fragment screen with 879 compounds. Task: Binary Classification. Given a drug SMILES string, predict its activity (active/inactive) in a high-throughput screening assay against a specified biological target. (1) The drug is Cc1nn(C)c(C)c1NC(=O)CC#N. The result is 0 (inactive). (2) The compound is CC1(C#N)CCCN1S(C)(=O)=O. The result is 0 (inactive). (3) The drug is O=C(CCC1CCCCC1)N1CCOCC1. The result is 0 (inactive). (4) The drug is CN(C)C(=O)C1(C(=O)O)CC1. The result is 0 (inactive). (5) The compound is COc1ccccc1-c1nnco1. The result is 0 (inactive). (6) The compound is CC(=O)NC(C(=O)NCC#CBr)C(C)C. The result is 0 (inactive).